Dataset: Full USPTO retrosynthesis dataset with 1.9M reactions from patents (1976-2016). Task: Predict the reactants needed to synthesize the given product. (1) Given the product [CH2:1]([O:8][C:9]1[CH:10]=[CH:11][C:12]([C:15]2([C:18]3[N:23]=[C:22]4[S:24][C:25]([C:27]5[CH:34]=[CH:33][C:30]([CH2:31][N:37]6[CH2:40][CH:39]([C:41]([O:43][CH3:44])=[O:42])[CH2:38]6)=[CH:29][C:28]=5[F:35])=[N:26][C:21]4=[CH:20][CH:19]=3)[CH2:17][CH2:16]2)=[CH:13][CH:14]=1)[C:2]1[CH:7]=[CH:6][CH:5]=[CH:4][CH:3]=1, predict the reactants needed to synthesize it. The reactants are: [CH2:1]([O:8][C:9]1[CH:14]=[CH:13][C:12]([C:15]2([C:18]3[N:23]=[C:22]4[S:24][C:25]([C:27]5[CH:34]=[CH:33][C:30]([CH:31]=O)=[CH:29][C:28]=5[F:35])=[N:26][C:21]4=[CH:20][CH:19]=3)[CH2:17][CH2:16]2)=[CH:11][CH:10]=1)[C:2]1[CH:7]=[CH:6][CH:5]=[CH:4][CH:3]=1.Cl.[NH:37]1[CH2:40][CH:39]([C:41]([O:43][CH3:44])=[O:42])[CH2:38]1. (2) The reactants are: [CH2:1]([N:8]1[CH2:13][CH2:12][CH:11]([NH:14][C:15](=O)[CH2:16][C:17]2[CH:22]=[CH:21][CH:20]=[C:19]([F:23])[C:18]=2[N+:24]([O-:26])=[O:25])[CH2:10][CH2:9]1)[C:2]1[CH:7]=[CH:6][CH:5]=[CH:4][CH:3]=1.Cl[Si](C)(C)C.[BH4-].[Li+].O.Cl.[OH-].[Na+]. Given the product [F:23][C:19]1[C:18]([N+:24]([O-:26])=[O:25])=[C:17]([CH:22]=[CH:21][CH:20]=1)[CH2:16][CH2:15][NH:14][CH:11]1[CH2:12][CH2:13][N:8]([CH2:1][C:2]2[CH:7]=[CH:6][CH:5]=[CH:4][CH:3]=2)[CH2:9][CH2:10]1, predict the reactants needed to synthesize it. (3) The reactants are: C([Li])(C)(C)C.[CH3:6][C:7]1[CH:8]=[C:9]([C:14]2[CH:19]=[CH:18][CH:17]=[CH:16][CH:15]=2)[CH:10]=[C:11]([CH3:13])[CH:12]=1.C[O:21][B:22](OC)[O:23]C.Cl. Given the product [CH3:10][CH2:9][CH2:8][CH:7]([CH3:12])[CH3:6].[CH3:6][C:7]1[C:12]([B:22]([OH:23])[OH:21])=[C:11]([CH3:13])[CH:10]=[C:9]([C:14]2[CH:19]=[CH:18][CH:17]=[CH:16][CH:15]=2)[CH:8]=1, predict the reactants needed to synthesize it. (4) The reactants are: [B-](F)(F)(F)F.CN(C(ON1C(=O)C=CC=C1)=[N+](C)C)C.[Cl:21][C:22]1[CH:44]=[C:43]([F:45])[C:42]([C:46]2[CH:51]=[CH:50][CH:49]=[CH:48][N:47]=2)=[CH:41][C:23]=1[C:24]([NH:26][C:27]1[N:31]([C:32]2[CH:37]=[CH:36][CH:35]=[CH:34][CH:33]=2)[N:30]=[C:29]([C:38]([OH:40])=O)[CH:28]=1)=[O:25].C(N(CC)C(C)C)(C)C.[CH2:61]([CH2:63][NH2:64])[OH:62]. Given the product [Cl:21][C:22]1[CH:44]=[C:43]([F:45])[C:42]([C:46]2[CH:51]=[CH:50][CH:49]=[CH:48][N:47]=2)=[CH:41][C:23]=1[C:24]([NH:26][C:27]1[N:31]([C:32]2[CH:37]=[CH:36][CH:35]=[CH:34][CH:33]=2)[N:30]=[C:29]([C:38]([NH:64][CH2:63][CH2:61][OH:62])=[O:40])[CH:28]=1)=[O:25], predict the reactants needed to synthesize it. (5) Given the product [NH2:17][C:16]1[CH:18]=[CH:19][CH:20]=[CH:21][C:15]=1[C:14]([C:2]1[CH:7]=[CH:6][C:5]([F:8])=[CH:4][CH:3]=1)=[O:27], predict the reactants needed to synthesize it. The reactants are: Br[C:2]1[CH:7]=[CH:6][C:5]([F:8])=[CH:4][CH:3]=1.C([Li])(C)(C)C.[C:14](#N)[C:15]1[C:16](=[CH:18][CH:19]=[CH:20][CH:21]=1)[NH2:17].Cl.C1C[O:27]CC1. (6) Given the product [CH:1]([C:4]1[C:5]([O:13][CH3:14])=[CH:6][C:7]([CH3:12])=[C:8]([CH:11]=1)[CH:9]=[C:23]1[C:22]2[C:26](=[CH:27][C:19]([NH:18][C:15](=[O:17])[CH3:16])=[CH:20][CH:21]=2)[NH:25][C:24]1=[O:28])([CH3:3])[CH3:2], predict the reactants needed to synthesize it. The reactants are: [CH:1]([C:4]1[C:5]([O:13][CH3:14])=[CH:6][C:7]([CH3:12])=[C:8]([CH:11]=1)[CH:9]=O)([CH3:3])[CH3:2].[C:15]([NH:18][C:19]1[CH:27]=[C:26]2[C:22]([CH2:23][C:24](=[O:28])[NH:25]2)=[CH:21][CH:20]=1)(=[O:17])[CH3:16].N1CCCC1.O.